Dataset: Full USPTO retrosynthesis dataset with 1.9M reactions from patents (1976-2016). Task: Predict the reactants needed to synthesize the given product. (1) Given the product [CH:1]1([C:4]2[N:9]=[CH:8][C:7]([NH:10][C:11]3[CH:23]=[CH:22][C:21]([CH3:24])=[CH:20][C:12]=3[C:13]([OH:15])=[O:14])=[CH:6][C:5]=2[CH3:25])[CH2:2][CH2:3]1, predict the reactants needed to synthesize it. The reactants are: [CH:1]1([C:4]2[N:9]=[CH:8][C:7]([NH:10][C:11]3[CH:23]=[CH:22][C:21]([CH3:24])=[CH:20][C:12]=3[C:13]([O:15]C(C)(C)C)=[O:14])=[CH:6][C:5]=2[CH3:25])[CH2:3][CH2:2]1. (2) Given the product [CH2:12]([O:19][C:20](=[O:21])[N:8]([C:5]1[CH:4]=[CH:3][C:2]([Br:1])=[CH:7][CH:6]=1)[CH2:9][CH2:10][OH:11])[C:13]1[CH:18]=[CH:17][CH:16]=[CH:15][CH:14]=1, predict the reactants needed to synthesize it. The reactants are: [Br:1][C:2]1[CH:7]=[CH:6][C:5]([NH:8][CH2:9][CH2:10][OH:11])=[CH:4][CH:3]=1.[CH2:12]([O:19][C:20](Cl)=[O:21])[C:13]1[CH:18]=[CH:17][CH:16]=[CH:15][CH:14]=1.[OH-].[Na+]. (3) Given the product [CH3:16][C@:15]12[CH2:17][CH2:18][C@H:19]3[C@@H:10]([C@@H:9]([OH:32])[CH:8]=[C:7]4[C@:20]3([CH3:23])[CH2:21][CH2:22][C@@H:5]([OH:4])[CH2:6]4)[C@@H:11]1[CH2:12][C@@H:13]([OH:28])[C@@H:14]2[OH:24], predict the reactants needed to synthesize it. The reactants are: C([O:4][C@@H:5]1[CH2:22][CH2:21][C@@:20]2([CH3:23])[C:7](=[CH:8][C:9](=[O:32])[C@@H:10]3[C@@H:19]2[CH2:18][CH2:17][C@@:15]2([CH3:16])[C@H:11]3[CH2:12][C@@H:13]([O:28]C(=O)C)[C@@H:14]2[O:24]C(=O)C)[CH2:6]1)(=O)C.[BH4-].[Na+].C(O)(=O)C.[OH-].[Na+]. (4) Given the product [F:1][C:2]1[CH:3]=[C:4]([CH:31]=[CH:32][C:33]=1[F:34])[CH2:5][N:6]1[CH2:11][CH2:10][C:9]2([CH2:13][C:14]3[C:15](=[CH:27][CH:28]=[CH:29][CH:30]=3)[C:16](=[O:17])[N:18]2[C:19]2[CH:24]=[CH:23][C:22]([O:25][CH3:26])=[CH:21][CH:20]=2)[CH2:8][CH2:7]1, predict the reactants needed to synthesize it. The reactants are: [F:1][C:2]1[CH:3]=[C:4]([CH:31]=[CH:32][C:33]=1[F:34])[CH2:5][N:6]1[CH2:11][CH2:10][C:9]([CH2:13][C:14]2[CH:30]=[CH:29][CH:28]=[CH:27][C:15]=2[C:16]([NH:18][C:19]2[CH:24]=[CH:23][C:22]([O:25][CH3:26])=[CH:21][CH:20]=2)=[O:17])(O)[CH2:8][CH2:7]1.[OH-].[Na+]. (5) The reactants are: [Cl:1][C:2]1[C:3]([CH2:13]O)=[C:4]([C:8]2([OH:12])[CH2:11][CH2:10][CH2:9]2)[CH:5]=[CH:6][CH:7]=1.C1C(=O)N([Br:22])C(=O)C1.C1C=CC(P(C2C=CC=CC=2)C2C=CC=CC=2)=CC=1. Given the product [Br:22][CH2:13][C:3]1[C:2]([Cl:1])=[CH:7][CH:6]=[CH:5][C:4]=1[C:8]1([OH:12])[CH2:11][CH2:10][CH2:9]1, predict the reactants needed to synthesize it. (6) Given the product [CH:1]1[C:10]2[C:5](=[C:6]([CH2:11][C:12]([NH:28][CH2:27][C:26]3[CH:25]=[CH:24][C:23]([C:22]([F:21])([F:31])[F:32])=[CH:30][CH:29]=3)=[O:14])[CH:7]=[CH:8][CH:9]=2)[CH:4]=[CH:3][N:2]=1, predict the reactants needed to synthesize it. The reactants are: [CH:1]1[C:10]2[C:5](=[C:6]([CH2:11][C:12]([O:14]CC)=O)[CH:7]=[CH:8][CH:9]=2)[CH:4]=[CH:3][N:2]=1.C[Al](C)C.[F:21][C:22]([F:32])([F:31])[C:23]1[CH:30]=[CH:29][C:26]([CH2:27][NH2:28])=[CH:25][CH:24]=1.Cl.[NH4+].[OH-]. (7) Given the product [CH3:3][O:4][C:5]([C:7]1[CH:11]=[CH:10][N:9]([S:14](=[O:16])(=[O:15])[N:13]([CH3:18])[CH3:12])[N:8]=1)=[O:6], predict the reactants needed to synthesize it. The reactants are: [H-].[Na+].[CH3:3][O:4][C:5]([C:7]1[CH:11]=[CH:10][NH:9][N:8]=1)=[O:6].[CH3:12][N:13]([CH3:18])[S:14](Cl)(=[O:16])=[O:15].